From a dataset of Full USPTO retrosynthesis dataset with 1.9M reactions from patents (1976-2016). Predict the reactants needed to synthesize the given product. Given the product [Cl:16][C:9]1[CH:10]=[N+:11]([O-:15])[CH:12]=[C:13]([Cl:14])[C:8]=1[CH2:7][C@@H:6]([C:17]1[CH:22]=[CH:21][C:20]([O:23][CH:24]([F:26])[F:25])=[C:19]([O:27][CH2:28][CH:29]2[CH2:31][CH2:30]2)[CH:18]=1)[O:5][C:3](=[O:4])[CH2:2][N:72]([C:73]1[CH:82]=[CH:81][CH:80]=[CH:79][C:74]=1[C:75]([O:77][CH3:78])=[O:76])[S:69]([CH3:68])(=[O:71])=[O:70], predict the reactants needed to synthesize it. The reactants are: Br[CH2:2][C:3]([O:5][C@H:6]([C:17]1[CH:22]=[CH:21][C:20]([O:23][CH:24]([F:26])[F:25])=[C:19]([O:27][CH2:28][CH:29]2[CH2:31][CH2:30]2)[CH:18]=1)[CH2:7][C:8]1[C:13]([Cl:14])=[CH:12][N+:11]([O-:15])=[CH:10][C:9]=1[Cl:16])=[O:4].BrCC(O[C@H](C1C=CC(OC(F)F)=C(OCC2CC2)C=1)CC1C(Cl)=CN=CC=1Cl)=O.C([O-])([O-])=O.[K+].[K+].[CH3:68][S:69]([NH:72][C:73]1[CH:82]=[CH:81][CH:80]=[CH:79][C:74]=1[C:75]([O:77][CH3:78])=[O:76])(=[O:71])=[O:70].